Dataset: Full USPTO retrosynthesis dataset with 1.9M reactions from patents (1976-2016). Task: Predict the reactants needed to synthesize the given product. (1) Given the product [CH3:3][O:4][C:5]([C:7]1[N:15]=[CH:14][C:13]2[NH:12][C:11]3[N:16]=[CH:17][C:18]([Br:1])=[CH:19][C:10]=3[C:9]=2[CH:8]=1)=[O:6], predict the reactants needed to synthesize it. The reactants are: [Br:1]Br.[CH3:3][O:4][C:5]([C:7]1[N:15]=[CH:14][C:13]2[NH:12][C:11]3[N:16]=[CH:17][CH:18]=[CH:19][C:10]=3[C:9]=2[CH:8]=1)=[O:6].C([O-])(=O)C.[Na+]. (2) Given the product [CH3:25][O:26][C:27]1[CH:28]=[CH:29][C:30]([C:33]2[CH:38]=[CH:37][C:36]([C:39]([NH:46][C@H:47]([C:52]([O:54][CH3:55])=[O:53])[CH2:48][CH2:49][CH2:50][CH3:51])=[O:41])=[C:35]([N+:42]([O-:44])=[O:43])[CH:34]=2)=[CH:31][CH:32]=1, predict the reactants needed to synthesize it. The reactants are: CN(C(ON1N=NC2C=CC=NC1=2)=[N+](C)C)C.F[P-](F)(F)(F)(F)F.[CH3:25][O:26][C:27]1[CH:32]=[CH:31][C:30]([C:33]2[CH:38]=[CH:37][C:36]([C:39]([OH:41])=O)=[C:35]([N+:42]([O-:44])=[O:43])[CH:34]=2)=[CH:29][CH:28]=1.Cl.[NH2:46][C@H:47]([C:52]([O:54][CH3:55])=[O:53])[CH2:48][CH2:49][CH2:50][CH3:51].C(NC(C)C)(C)C. (3) Given the product [OH:20][C:3]([CH3:23])([C:2]([CH3:22])([CH3:21])[CH3:1])[CH2:4][NH:5][C:6]1[N:10]([C:11]2[CH:12]=[CH:13][CH:14]=[CH:15][CH:16]=2)[N:9]=[C:8]([C:17]([OH:19])=[O:18])[CH:7]=1, predict the reactants needed to synthesize it. The reactants are: [CH3:1][C:2]([CH3:22])([CH3:21])[C:3](=[O:20])[CH2:4][NH:5][C:6]1[N:10]([C:11]2[CH:16]=[CH:15][CH:14]=[CH:13][CH:12]=2)[N:9]=[C:8]([C:17]([OH:19])=[O:18])[CH:7]=1.[CH3:23][Mg+].[Br-].O.Cl. (4) Given the product [Cl:1][C:2]1[CH:3]=[C:4]([N:18]2[C:23](=[O:24])[NH:22][C:21](=[O:25])[CH:20]=[N:19]2)[CH:5]=[C:6]([Cl:17])[C:7]=1[CH:8]([C:10]1[CH:15]=[CH:14][C:13]([Cl:16])=[CH:12][CH:11]=1)[S:37][C:35]1[O:36][C:32]([C:26]2[CH:31]=[CH:30][CH:29]=[CH:28][CH:27]=2)=[N:33][N:34]=1, predict the reactants needed to synthesize it. The reactants are: [Cl:1][C:2]1[CH:3]=[C:4]([N:18]2[C:23](=[O:24])[NH:22][C:21](=[O:25])[CH:20]=[N:19]2)[CH:5]=[C:6]([Cl:17])[C:7]=1[CH:8]([C:10]1[CH:15]=[CH:14][C:13]([Cl:16])=[CH:12][CH:11]=1)O.[C:26]1([C:32]2[O:36][C:35](=[S:37])[NH:34][N:33]=2)[CH:31]=[CH:30][CH:29]=[CH:28][CH:27]=1. (5) Given the product [CH3:29][O:30][C:31]1[CH:37]=[CH:36][C:34]([NH:35][C:17]([N:8]2[CH2:9][CH:10]([C:11]3[CH:16]=[CH:15][CH:14]=[CH:13][CH:12]=3)[C:6]([CH2:1][CH2:2][CH2:3][CH2:4][CH3:5])=[N:7]2)=[O:18])=[CH:33][CH:32]=1, predict the reactants needed to synthesize it. The reactants are: [CH2:1]([C:6]1[CH:10]([C:11]2[CH:16]=[CH:15][CH:14]=[CH:13][CH:12]=2)[CH2:9][N:8]([C:17](Cl)=[O:18])[N:7]=1)[CH2:2][CH2:3][CH2:4][CH3:5].CCN(C(C)C)C(C)C.[CH3:29][O:30][C:31]1[CH:37]=[CH:36][C:34]([NH2:35])=[CH:33][CH:32]=1. (6) Given the product [OH:1][CH2:2][CH2:3][C:4]1[CH:13]=[C:12]2[C:7]([C:8]([C:16]3[CH:21]=[CH:20][CH:19]=[CH:18][CH:17]=3)=[CH:9][C:10]([C:14]#[N:15])=[N:11]2)=[CH:6][CH:5]=1, predict the reactants needed to synthesize it. The reactants are: [O:1]=[CH:2][CH2:3][C:4]1[CH:13]=[C:12]2[C:7]([C:8]([C:16]3[CH:21]=[CH:20][CH:19]=[CH:18][CH:17]=3)=[CH:9][C:10]([C:14]#[N:15])=[N:11]2)=[CH:6][CH:5]=1.[BH4-].[Na+]. (7) Given the product [NH:12]1[CH:16]=[CH:15][CH:14]=[C:13]1[C:17]1[S:4][C:3]2[CH:5]=[CH:6][CH:7]=[CH:8][C:2]=2[C:1](=[O:10])[N:18]=1, predict the reactants needed to synthesize it. The reactants are: [C:1]([O:10]C)(=O)[C:2]1[C:3](=[CH:5][CH:6]=[CH:7][CH:8]=1)[SH:4].[NH:12]1[CH:16]=[CH:15][CH:14]=[C:13]1[C:17]#[N:18].C(N(CC)CC)C. (8) Given the product [Cl:1][C:2]1[CH:3]=[C:4]([CH:25]=[C:26]([Cl:28])[CH:27]=1)[O:5][C:6]1[C:7]([CH2:23][CH3:24])=[N:8][N:9]([CH2:13][CH2:14][NH:15][C:16](=[O:22])[O:17][C:18]([CH3:20])([CH3:21])[CH3:19])[C:10]=1[CH2:11][O:12][CH2:29][CH3:30], predict the reactants needed to synthesize it. The reactants are: [Cl:1][C:2]1[CH:3]=[C:4]([CH:25]=[C:26]([Cl:28])[CH:27]=1)[O:5][C:6]1[C:7]([CH2:23][CH3:24])=[N:8][N:9]([CH2:13][CH2:14][NH:15][C:16](=[O:22])[O:17][C:18]([CH3:21])([CH3:20])[CH3:19])[C:10]=1[CH2:11][OH:12].[CH2:29](I)[CH3:30].